Dataset: Forward reaction prediction with 1.9M reactions from USPTO patents (1976-2016). Task: Predict the product of the given reaction. (1) Given the reactants C(Cl)(Cl)Cl.[Cl:5][C:6]1[CH:11]=[C:10]([Cl:12])[CH:9]=[CH:8][C:7]=1[CH:13]1[C:17]([OH:18])=[C:16]([C:19]([CH3:21])=[O:20])[CH2:15][S:14]1.S(Cl)(Cl)(=O)=O, predict the reaction product. The product is: [Cl:5][C:6]1[CH:11]=[C:10]([Cl:12])[CH:9]=[CH:8][C:7]=1[C:13]1[S:14][CH:15]=[C:16]([C:19]([CH3:21])=[O:20])[C:17]=1[OH:18]. (2) Given the reactants [Br:1][C:2]1[C:7]([F:8])=[CH:6][CH:5]=[C:4]([CH3:9])[N:3]=1.ClC1C=C(C=CC=1)C(OO)=[O:15].S([O-])([O-])(=O)=S.[Na+].[Na+].C(=O)([O-])O.[Na+], predict the reaction product. The product is: [Br:1][C:2]1[C:7]([F:8])=[CH:6][CH:5]=[C:4]([CH3:9])[N+:3]=1[O-:15]. (3) Given the reactants [NH2:1][C:2]1[CH:3]=[C:4]([S:8]([N:11]2[C:16]3[CH:17]=[CH:18][CH:19]=[CH:20][C:15]=3[O:14][C:13](=[O:21])[CH:12]2[CH3:22])(=[O:10])=[O:9])[CH:5]=[CH:6][CH:7]=1.[N:23]([C:26]1[CH:35]=[CH:34][CH:33]=[CH:32][C:27]=1[C:28](OC)=[O:29])=[C:24]=[O:25].C(O)C(N)(CO)CO, predict the reaction product. The product is: [CH3:22][CH:12]1[N:11]([S:8]([C:4]2[CH:3]=[C:2]([N:1]3[C:28](=[O:29])[C:27]4[C:26](=[CH:35][CH:34]=[CH:33][CH:32]=4)[NH:23][C:24]3=[O:25])[CH:7]=[CH:6][CH:5]=2)(=[O:10])=[O:9])[C:16]2[CH:17]=[CH:18][CH:19]=[CH:20][C:15]=2[O:14][C:13]1=[O:21]. (4) Given the reactants [CH3:1][O:2][CH2:3][C:4]([CH3:23])([CH3:22])[CH:5]([NH2:21])[CH2:6][C:7]1[CH:12]=[CH:11][C:10]([O:13][CH3:14])=[C:9]([O:15][CH2:16][CH2:17][CH2:18][O:19][CH3:20])[CH:8]=1.[CH:24](O)=[O:25].C(OCC)(OCC)OCC, predict the reaction product. The product is: [CH3:1][O:2][CH2:3][C:4]([CH3:23])([CH3:22])[CH:5]([NH:21][CH:24]=[O:25])[CH2:6][C:7]1[CH:12]=[CH:11][C:10]([O:13][CH3:14])=[C:9]([O:15][CH2:16][CH2:17][CH2:18][O:19][CH3:20])[CH:8]=1.